Dataset: NCI-60 drug combinations with 297,098 pairs across 59 cell lines. Task: Regression. Given two drug SMILES strings and cell line genomic features, predict the synergy score measuring deviation from expected non-interaction effect. (1) Drug 1: C1=NC2=C(N1)C(=S)N=CN2. Drug 2: CCN(CC)CCCC(C)NC1=C2C=C(C=CC2=NC3=C1C=CC(=C3)Cl)OC. Cell line: OVCAR-8. Synergy scores: CSS=46.1, Synergy_ZIP=-1.96, Synergy_Bliss=3.13, Synergy_Loewe=1.81, Synergy_HSA=5.64. (2) Drug 1: C1=NC2=C(N=C(N=C2N1C3C(C(C(O3)CO)O)O)F)N. Synergy scores: CSS=1.29, Synergy_ZIP=-0.233, Synergy_Bliss=3.60, Synergy_Loewe=-5.53, Synergy_HSA=-3.37. Cell line: EKVX. Drug 2: C1CN(CCN1C(=O)CCBr)C(=O)CCBr. (3) Cell line: SF-539. Drug 2: C(=O)(N)NO. Drug 1: CN1C(=O)N2C=NC(=C2N=N1)C(=O)N. Synergy scores: CSS=1.11, Synergy_ZIP=-4.72, Synergy_Bliss=-6.71, Synergy_Loewe=-5.72, Synergy_HSA=-5.07. (4) Drug 1: C1CC(C1)(C(=O)O)C(=O)O.[NH2-].[NH2-].[Pt+2]. Drug 2: CC(C)NC(=O)C1=CC=C(C=C1)CNNC.Cl. Cell line: OVCAR-4. Synergy scores: CSS=-0.659, Synergy_ZIP=0.0774, Synergy_Bliss=1.34, Synergy_Loewe=-2.43, Synergy_HSA=-1.66. (5) Drug 1: C(CC(=O)O)C(=O)CN.Cl. Drug 2: C1C(C(OC1N2C=NC(=NC2=O)N)CO)O. Cell line: SK-OV-3. Synergy scores: CSS=2.99, Synergy_ZIP=0.506, Synergy_Bliss=6.15, Synergy_Loewe=-0.0915, Synergy_HSA=-0.157.